This data is from Experimentally validated miRNA-target interactions with 360,000+ pairs, plus equal number of negative samples. The task is: Binary Classification. Given a miRNA mature sequence and a target amino acid sequence, predict their likelihood of interaction. (1) The miRNA is mmu-miR-3064-5p with sequence UCUGGCUGUUGUGGUGUGCAAA. The protein sequence of the target gene is MALGGWRWARKALAAGRPLFQGRALLLTNTLGCGVLMAAGDGARQVWEVRARPGQRFSARRSASMFAVGCSMGPFLHFWYLWLDRLLPASGLRSLPSVMKKVLVDQTVASPILGVWYFLGLGSLEGQTLEESCQELRAKFWDFYKADWCVWPAAQLVNFLFIPSHFRVTYINGLTLGWDTYLSYLKYWVPEPLQTPGCAD. Result: 0 (no interaction). (2) The miRNA is hsa-miR-6821-5p with sequence GUGCGUGGUGGCUCGAGGCGGGG. The protein sequence of the target gene is MAVRKKDGGPNVKYYEAADTVTQFDNVRLWLGKNYKKYIQAEPPTNKSLSSLVVQLLQFQEEVFGKHVSNAPLTKLPIKCFLDFKAGGSLCHILAAAYKFKSDQGWRRYDFQNPSRMDRNVEMFMTIEKSLVQNNCLSRPNIFLCPEIEPKLLGKLKDIVKRHQGTISEDKSNASHVVYPVPGNLEEEEWVRPVMKRDKQVLLHWGYYPDSYDTWIPASEIEASVEDAPTPEKPRKVHAKWILDTDTFNEWMNEEDYEVSDDKSPVSRRKKISAKTLTDEVNSPDSDRRDKKGGNYKKRK.... Result: 0 (no interaction). (3) The miRNA is hsa-miR-106a-3p with sequence CUGCAAUGUAAGCACUUCUUAC. The protein sequence of the target gene is MLPNTGKLAGCTVFITGASRGIGKAIALKAAKDGANIVIAAKTTQKHPKLLGTIYTAAEEIEAAGGTALPCVVDVRDEQQINSAVEKAVEKFGGIDILVNNASAISLTNTLDTPTKRVDLMMNVNTRGTYLTSKACIPFLKKSKVGHILNLSPPLNLNPLWFKQHCAYTIAKYGMSMCVLGMAEEFRGEIAVNALWPRTAIHTAAMDMLGGSGVENQCRKVDIIADAAYSIFKRPKSFTGNFIIDENILKEEGIKNFDVYAIAPGHPLLPDFFLDEHPDAVMEEKESNDSVPEVKEEKLQ.... Result: 0 (no interaction). (4) The miRNA is mmu-miR-100-3p with sequence ACAAGCUUGUGUCUAUAGGUAU. The protein sequence of the target gene is MMLRWSGVWGFHPPRIFPSLLVVVALVGLLPVLRSHGLQHSPTASTIRGSEPPRERSIGDVTTAPSEPLHRPDDHNLTNLIIEHGGKPSRKAFPVLDIDYPHVRTPFEISLWILLACLMKIGFHVIPTISSIVPESCLLIVVGLLVGGLIKGVGETPPFLQSDVFFLFLLPPIILDAGYFLPLRQFTENLGTILIFAVVGTLWNAFFLGGLLYAVCLVGGEQINNIGLLDTLLFGSIISAVDPVAVLAVFEEIHINELLHILVFGESLLNDAVTVVLYHLFEEFASYDSVGISDIFLGFL.... Result: 0 (no interaction). (5) The miRNA is hsa-miR-6808-5p with sequence CAGGCAGGGAGGUGGGACCAUG. The protein sequence of the target gene is MASILLRSCRGRAPARLPPPPRYTVPRGSPGDPAHLSCASTLGLRNCLNVPFGCCTPIHPVYTSSRGDHLGCWALRPECLRIVSRAPWTSTSVGFVAVGPQCLPVRGWHSSRPVRDDSVVEKSLKSLKDKNKKLEEGGPVYSPPAEVVVKKSLGQRVLDELKHYYHGFRLLWIDTKIAARMLWRILNGHSLTRRERRQFLRICADLFRLVPFLVFVVVPFMEFLLPVAVKLFPNMLPSTFETQSLKEERLKKELRVKLELAKFLQDTIEEMALKNKAAKGSATKDFSVFFQKIRETGERP.... Result: 1 (interaction). (6) The miRNA is hsa-miR-16-5p with sequence UAGCAGCACGUAAAUAUUGGCG. The protein sequence of the target gene is MALLHSGRVLPGIAAAFHPGLAAAASARASSWWTHVEMGPPDPILGVTEAFKRDTNSKKMNLGVGAYRDDNGKPYVLPSVRKAEAQIAAKNLDKEYLPIGGLAEFCKASAELALGENSEVLKSGRFVTVQTISGTGALRIGASFLQRFFKFSRDVFLPKPTWGNHTPIFRDAGMQLQGYRYYDPKTCGFDFTGAVEDISKIPEQSVLLLHACAHNPTGVDPRPEQWKEIATVVKKRNLFAFFDMAYQGFASGDGDKDAWAVRHFIEQGINVCLCQSYAKNMGLYGERVGAFTMVCKDADE.... Result: 1 (interaction). (7) The miRNA is hsa-miR-19a-3p with sequence UGUGCAAAUCUAUGCAAAACUGA. The protein sequence of the target gene is MAKAYDHLFKLLLIGDSGVGKTCLIIRFAEDNFNNTYISTIGIDFKIRTVDIEGKKIKLQVWDTAGQERFKTITTAYYRGAMGIILVYDITDEKSFENIQNWMKSIKENASAGVERLLLGNKCDMEAKRKVQKEQADKLAREHGIRFFETSAKSSMNVDEAFSSLARDILLKSGGRRSGNGNKPPSTDLKTCDKKNTNKCSLG. Result: 1 (interaction). (8) The miRNA is hsa-miR-520d-3p with sequence AAAGUGCUUCUCUUUGGUGGGU. The protein sequence of the target gene is MSLAEAIRLWNEGVLAADKKDWKGALEAFSEVQDPHSRICFNIGCVNTILENLQAAEQAFTKSINRDKHSAVAYFQRGMLYYRMEKYDLAIKDLKEALTQLRGNQLIDYKILGLQFKLFACEVLYNIALMHAKKEEWKKAEEQLALATNMKSEPRHSKIDKAMESIWKQKLFEPVVIPVGRLFRPNERQVAQLAKKDYLGKATVVASVVHQDNFSGFAPLQPQSAEPPPRPKTPEIFRALEGEAHRVLFGFVPETPEELQVMPGNIVFVLKKGSDNWATVMFNGQKGLVPCNYLEPVELR.... Result: 0 (no interaction). (9) The miRNA is mmu-miR-3102-3p with sequence GAGCACCCCAUUGGCUACCCACA. The protein sequence of the target gene is MEEGVQAPDWDSDETVIEGSVTESDLEEKELPWRRLLFDQDASLKSEFSLHPDTRGMCKGMPSPEIQLGFKLREDLQEQMNKNKMMPVLSEDTILQSQDETERNQALLQTRKNCSMFIGSFRQSGLSLNHQNIEGPEAESPEVLPHIEKELSEGRDSPEVSLLSGTAITVSDTVAVKETSLVEPEKILAAPNTFFEPRKEVTMTMTSEETKDEESSLETFVSALESLLTSPESTQEERLFELVSDFDRKELMNPLSDSLSSISIPLNSWSACHRDLLEDAKDDALPAELLEALNTLSEAK.... Result: 0 (no interaction). (10) The miRNA is mmu-miR-466m-3p with sequence UACAUACACACAUACACACGCA. The protein sequence of the target gene is MPVRRGHVAPQNTYLDTIIRKFEGQSRKFLIANAQMENCAIIYCNDGFCELFGYSRVEVMQQPCTCDFLTGPNTPSSAVSRLAQALLGAEECKVDILYYRKDASSFRCLVDVVPVKNEDGAVIMFILNFEDLAQLLAKCSSRSLSQRLLSQSFLGSEGSHGRPGGPGPGTGRGKYRTISQIPQFTLNFVEFNLEKHRSSSTTEIEIIAPHKVVERTQNVTEKVTQVLSLGADVLPEYKLQAPRIHRWTILHYSPFKAVWDWLILLLVIYTAVFTPYSAAFLLSDQDESRRGACSYTCSPL.... Result: 0 (no interaction).